This data is from Peptide-MHC class I binding affinity with 185,985 pairs from IEDB/IMGT. The task is: Regression. Given a peptide amino acid sequence and an MHC pseudo amino acid sequence, predict their binding affinity value. This is MHC class I binding data. The peptide sequence is IHDHGEQLF. The MHC is HLA-B35:01 with pseudo-sequence HLA-B35:01. The binding affinity (normalized) is 0.439.